Dataset: Reaction yield outcomes from USPTO patents with 853,638 reactions. Task: Predict the reaction yield, written as a fraction of the theoretical maximum amount of product (1.0 means a 100% yield; for example, 0.34 means a 34% yield). (1) The reactants are [OH:1][C:2]1[CH:7]=[CH:6][C:5](/[CH:8]=[CH:9]/[C:10]([OH:12])=[O:11])=[CH:4][C:3]=1[O:13][CH3:14].CO.[OH-].[K+:18]. The catalyst is C1(C)C=CC=CC=1. The product is [OH:1][C:2]1[CH:7]=[CH:6][C:5](/[CH:8]=[CH:9]/[C:10]([O-:12])=[O:11])=[CH:4][C:3]=1[O:13][CH3:14].[K+:18]. The yield is 0.890. (2) The reactants are [N:1]1[C:5]2[CH:6]=[CH:7][CH:8]=[CH:9][C:4]=2[NH:3][CH:2]=1.C(N(CC)C(C)C)(C)C.[CH3:19][Si:20]([CH3:27])([CH3:26])[CH2:21][CH2:22][O:23][CH2:24]Cl.CN([CH:31]=[O:32])C. No catalyst specified. The product is [CH3:19][Si:20]([CH3:27])([CH3:26])[CH2:21][CH2:22][O:23][CH2:24][N:1]1[C:5]2[CH:6]=[CH:7][CH:8]=[CH:9][C:4]=2[N:3]=[C:2]1[CH:31]=[O:32]. The yield is 0.760. (3) The product is [Br:1][C:2]1[CH:7]=[CH:6][CH:5]=[CH:4][C:3]=1[C:14]1[CH:15]=[CH:16][C:11]([C:10]([F:21])([F:20])[F:9])=[CH:12][CH:13]=1. The reactants are [Br:1][C:2]1[CH:7]=[CH:6][CH:5]=[CH:4][C:3]=1I.[F:9][C:10]([F:21])([F:20])[C:11]1[CH:16]=[CH:15][C:14](B(O)O)=[CH:13][CH:12]=1.C(=O)([O-])[O-].[Na+].[Na+]. The yield is 0.670. The catalyst is C1C=CC([P]([Pd]([P](C2C=CC=CC=2)(C2C=CC=CC=2)C2C=CC=CC=2)([P](C2C=CC=CC=2)(C2C=CC=CC=2)C2C=CC=CC=2)[P](C2C=CC=CC=2)(C2C=CC=CC=2)C2C=CC=CC=2)(C2C=CC=CC=2)C2C=CC=CC=2)=CC=1. (4) The reactants are Br[C:2]1[CH:9]=[CH:8][C:5]([CH:6]=[O:7])=[C:4]([F:10])[CH:3]=1.[CH2:11]([C:15]1[CH:20]=[CH:19][C:18]([C:21]#[CH:22])=[CH:17][CH:16]=1)[CH2:12][CH2:13][CH3:14].CCN(CC)CC. The catalyst is C1COCC1.[Cu]I.CC([O-])=O.CC([O-])=O.[Pd+2].C1C=CC(P(C2C=CC=CC=2)C2C=CC=CC=2)=CC=1. The product is [CH2:11]([C:15]1[CH:16]=[CH:17][C:18]([C:21]#[C:22][C:2]2[CH:9]=[CH:8][C:5]([CH:6]=[O:7])=[C:4]([F:10])[CH:3]=2)=[CH:19][CH:20]=1)[CH2:12][CH2:13][CH3:14]. The yield is 0.400. (5) The reactants are [CH2:1]([C:3]1[C:4]([C:15]2[S:25][C:18]3[N:19]([CH3:24])[C:20]([CH:22]=O)=[CH:21][C:17]=3[CH:16]=2)=[N:5][C:6]([O:13][CH3:14])=[C:7]([CH:12]=1)[C:8]([O:10][CH3:11])=[O:9])[CH3:2].[NH:26]1[CH2:30][CH2:29][CH2:28][CH2:27]1.CC(O)=O.[BH-](OC(C)=O)(OC(C)=O)OC(C)=O.[Na+]. The catalyst is ClC(Cl)C. The product is [CH2:1]([C:3]1[C:4]([C:15]2[S:25][C:18]3[N:19]([CH3:24])[C:20]([CH2:22][N:26]4[CH2:30][CH2:29][CH2:28][CH2:27]4)=[CH:21][C:17]=3[CH:16]=2)=[N:5][C:6]([O:13][CH3:14])=[C:7]([CH:12]=1)[C:8]([O:10][CH3:11])=[O:9])[CH3:2]. The yield is 0.860. (6) The reactants are [CH3:1][C:2]1[CH:7]=[CH:6][CH:5]=[CH:4][C:3]=1[NH:8][C:9](=[S:33])[NH:10][C:11]1[CH:16]=[CH:15][C:14]([CH2:17][C:18]([O:20][CH2:21][CH3:22])=[O:19])=[CH:13][C:12]=1SCC1C=CC(OC)=CC=1.O. The catalyst is C(O)C. The product is [CH3:1][C:2]1[CH:7]=[CH:6][CH:5]=[CH:4][C:3]=1[NH:8][C:9]1[S:33][C:12]2[CH:13]=[C:14]([CH2:17][C:18]([O:20][CH2:21][CH3:22])=[O:19])[CH:15]=[CH:16][C:11]=2[N:10]=1. The yield is 0.830.